Dataset: Forward reaction prediction with 1.9M reactions from USPTO patents (1976-2016). Task: Predict the product of the given reaction. (1) Given the reactants C(Cl)[Cl:2].P(Cl)(Cl)(Cl)(Cl)[Cl:5].[CH2:10]([O:12][C:13]([C@@H:15]([NH:24][C@H:25]([C:27]([OH:29])=O)[CH3:26])[CH2:16][CH2:17][C:18]1[CH:23]=[CH:22][CH:21]=[CH:20][CH:19]=1)=[O:14])[CH3:11], predict the reaction product. The product is: [ClH:2].[CH2:10]([O:12][C:13]([C@@H:15]([NH:24][C@H:25]([C:27]([Cl:5])=[O:29])[CH3:26])[CH2:16][CH2:17][C:18]1[CH:23]=[CH:22][CH:21]=[CH:20][CH:19]=1)=[O:14])[CH3:11]. (2) The product is: [CH3:5][C:6]1[CH:7]=[C:8]([CH3:9])[N:22]2[N:21]=[C:20]([CH2:23][OH:24])[N:19]=[C:18]2[N:17]=1. Given the reactants CC(O)=O.[CH3:5][C:6](=O)[CH2:7][C:8](=O)[CH3:9].C([O-])(=O)CO.[NH2:17][C:18]1[NH:22][N:21]=[C:20]([CH2:23][OH:24])[N:19]=1, predict the reaction product. (3) Given the reactants [N:1]1[CH:6]=[CH:5][C:4]([C:7]2[C:8]([C:16]3[CH:17]=[C:18]([NH2:22])[CH:19]=[CH:20][CH:21]=3)=[N:9][N:10]3[CH2:15][CH2:14][CH2:13][S:12][C:11]=23)=[CH:3][CH:2]=1.C(N(CC)CC)C.[C:30]1([O:36][C:37](Cl)=[O:38])[CH:35]=[CH:34][CH:33]=[CH:32][CH:31]=1, predict the reaction product. The product is: [C:30]1([O:36][C:37](=[O:38])[NH:22][C:18]2[CH:19]=[CH:20][CH:21]=[C:16]([C:8]3[C:7]([C:4]4[CH:5]=[CH:6][N:1]=[CH:2][CH:3]=4)=[C:11]4[S:12][CH2:13][CH2:14][CH2:15][N:10]4[N:9]=3)[CH:17]=2)[CH:35]=[CH:34][CH:33]=[CH:32][CH:31]=1. (4) Given the reactants [NH2:1][C:2]1[CH:3]=[C:4]([NH:8][C:9]2[CH:14]=[C:13]([NH:15][C:16]3[CH:21]=[CH:20][CH:19]=[C:18]([O:22][C:23]4[CH:28]=[CH:27][CH:26]=[CH:25][CH:24]=4)[CH:17]=3)[N:12]=[CH:11][N:10]=2)[CH:5]=[CH:6][CH:7]=1.CCN(CC)CC.CN1[C:41](=[O:42])[CH2:40][CH2:39]C1.C(Cl)(=O)C=C, predict the reaction product. The product is: [O:22]([C:18]1[CH:17]=[C:16]([NH:15][C:13]2[N:12]=[CH:11][N:10]=[C:9]([NH:8][C:4]3[CH:3]=[C:2]([NH:1][C:41](=[O:42])[CH:40]=[CH2:39])[CH:7]=[CH:6][CH:5]=3)[CH:14]=2)[CH:21]=[CH:20][CH:19]=1)[C:23]1[CH:28]=[CH:27][CH:26]=[CH:25][CH:24]=1. (5) Given the reactants [C:1]([C:5]1[O:9][N:8]=[C:7]([NH:10][C:11]([NH:13][C:14]2[CH:19]=[CH:18][CH:17]=[C:16]([SH:20])[CH:15]=2)=[O:12])[CH:6]=1)([CH3:4])([CH3:3])[CH3:2].Cl[C:22]1[C:31]2[C:26](=[CH:27][CH:28]=[C:29]([O:32][CH3:33])[CH:30]=2)[N:25]=[CH:24][N:23]=1, predict the reaction product. The product is: [C:1]([C:5]1[O:9][N:8]=[C:7]([NH:10][C:11]([NH:13][C:14]2[CH:19]=[CH:18][CH:17]=[C:16]([S:20][C:22]3[C:31]4[C:26](=[CH:27][CH:28]=[C:29]([O:32][CH3:33])[CH:30]=4)[N:25]=[CH:24][N:23]=3)[CH:15]=2)=[O:12])[CH:6]=1)([CH3:4])([CH3:2])[CH3:3]. (6) Given the reactants [Cl:1][C:2]1[CH:7]=[CH:6][C:5]([NH:8][C:9]2[C:18]3[C:13](=[CH:14][C:15]([O:21][CH3:22])=[C:16]([O:19][CH3:20])[CH:17]=3)[N:12]=[C:11]([N:23]3[CH2:28][CH2:27][CH:26]([NH:29][CH3:30])[CH2:25][CH2:24]3)[N:10]=2)=[C:4]([F:31])[CH:3]=1.C(OC([N:39]1[CH2:46][CH2:45][CH2:44][C@H:40]1[C:41]([OH:43])=O)=O)(C)(C)C.C1C=CC2N(O)N=NC=2C=1.CCN=C=NCCCN(C)C.Cl.C(=O)(O)[O-].[Na+], predict the reaction product. The product is: [Cl:1][C:2]1[CH:7]=[CH:6][C:5]([NH:8][C:9]2[C:18]3[C:13](=[CH:14][C:15]([O:21][CH3:22])=[C:16]([O:19][CH3:20])[CH:17]=3)[N:12]=[C:11]([N:23]3[CH2:24][CH2:25][CH:26]([N:29]([CH3:30])[C:41](=[O:43])[C@@H:40]4[CH2:44][CH2:45][CH2:46][NH:39]4)[CH2:27][CH2:28]3)[N:10]=2)=[C:4]([F:31])[CH:3]=1. (7) Given the reactants [C:1]([C:3]1[C:4]([N:9]=[CH:10][N:11](C)C)=[N:5][CH:6]=[CH:7][N:8]=1)#[N:2].N[CH2:15][CH2:16][C:17]1[CH:22]=[CH:21][C:20]([OH:23])=[CH:19][CH:18]=1.C(O)(=O)C, predict the reaction product. The product is: [N:9]1[C:4]2[C:3](=[N:8][CH:7]=[CH:6][N:5]=2)[C:1]([NH:2][CH2:15][CH2:16][C:17]2[CH:22]=[CH:21][C:20]([OH:23])=[CH:19][CH:18]=2)=[N:11][CH:10]=1. (8) Given the reactants C[Si]([N-][Si](C)(C)C)(C)C.[Li+].F[B-](F)(F)F.C(P(C(C)(C)C)C(C)(C)C)(C)(C)C.Br[C:30]1[CH:31]=[CH:32][C:33]([CH:36]2[CH2:41][CH2:40][O:39][CH2:38][CH2:37]2)=[N:34][CH:35]=1.[F-].C([N+:47](CCCC)(CCCC)CCCC)CCC.C(=O)(O)[O-].[Na+], predict the reaction product. The product is: [O:39]1[CH2:40][CH2:41][CH:36]([C:33]2[N:34]=[CH:35][C:30]([NH2:47])=[CH:31][CH:32]=2)[CH2:37][CH2:38]1. (9) Given the reactants [H-].[Al+3].[Li+].[H-].[H-].[H-].[CH2:7]([O:14][C:15]1[CH:16]=[C:17]([CH:22]=[CH:23][N:24]=1)[C:18](OC)=[O:19])[C:8]1[CH:13]=[CH:12][CH:11]=[CH:10][CH:9]=1.O.[OH-].[Na+], predict the reaction product. The product is: [CH2:7]([O:14][C:15]1[CH:16]=[C:17]([CH2:18][OH:19])[CH:22]=[CH:23][N:24]=1)[C:8]1[CH:9]=[CH:10][CH:11]=[CH:12][CH:13]=1.